Dataset: Catalyst prediction with 721,799 reactions and 888 catalyst types from USPTO. Task: Predict which catalyst facilitates the given reaction. (1) Reactant: [CH3:1][C:2]1[S:6][C:5]([SH:7])=[N:4][N:3]=1.[OH-].[Li+].[I-].[Na+].[C:12]([C:16]1[N:21]=[C:20]([N:22]2[CH2:27][CH2:26][N:25]([CH2:28][CH2:29][CH2:30]Cl)[CH2:24][CH2:23]2)[CH:19]=[C:18]([CH:32]2[CH2:34][CH2:33]2)[N:17]=1)([CH3:15])([CH3:14])[CH3:13]. Product: [C:12]([C:16]1[N:17]=[C:18]([CH:32]2[CH2:33][CH2:34]2)[CH:19]=[C:20]([N:22]2[CH2:27][CH2:26][N:25]([CH2:28][CH2:29][CH2:30][S:7][C:5]3[S:6][C:2]([CH3:1])=[N:3][N:4]=3)[CH2:24][CH2:23]2)[N:21]=1)([CH3:15])([CH3:13])[CH3:14]. The catalyst class is: 9. (2) Reactant: [NH:1]1[C:9]2[C:4](=[CH:5][CH:6]=[CH:7][CH:8]=2)[C:3]([CH:10]([C:12]2[CH:17]=[CH:16][N:15]=[CH:14][CH:13]=2)O)=[CH:2]1.C([SiH](CC)CC)C.C(O)(C(F)(F)F)=O. Product: [N:15]1[CH:16]=[CH:17][C:12]([CH2:10][C:3]2[C:4]3[C:9](=[CH:8][CH:7]=[CH:6][CH:5]=3)[NH:1][CH:2]=2)=[CH:13][CH:14]=1. The catalyst class is: 2. (3) Reactant: [CH2:1]([O:8][C:9]([NH:11][C@@H:12]([CH3:16])[C:13]([OH:15])=O)=[O:10])[C:2]1[CH:7]=[CH:6][CH:5]=[CH:4][CH:3]=1.C(N1C=CN=C1)(N1C=CN=C1)=O.[K+].[C:30]([O:36][CH2:37][CH3:38])(=[O:35])[CH2:31]C([O-])=O.[Cl-].[Mg+2].[Cl-].[Cl-].[NH4+]. Product: [CH2:1]([O:8][C:9]([NH:11][C@@H:12]([CH3:16])[C:13](=[O:15])[CH2:31][C:30]([O:36][CH2:37][CH3:38])=[O:35])=[O:10])[C:2]1[CH:3]=[CH:4][CH:5]=[CH:6][CH:7]=1. The catalyst class is: 54. (4) Reactant: O[CH2:2][C:3]1[CH:8]=[CH:7][C:6]([C:9]2[N:14]3[N:15]=[C:16]([NH:18][C:19]([CH:21]4[CH2:23][CH2:22]4)=[O:20])[N:17]=[C:13]3[CH:12]=[CH:11][CH:10]=2)=[CH:5][CH:4]=1.P(Br)(Br)[Br:25]. Product: [Br:25][CH2:2][C:3]1[CH:8]=[CH:7][C:6]([C:9]2[N:14]3[N:15]=[C:16]([NH:18][C:19]([CH:21]4[CH2:23][CH2:22]4)=[O:20])[N:17]=[C:13]3[CH:12]=[CH:11][CH:10]=2)=[CH:5][CH:4]=1. The catalyst class is: 22. (5) Reactant: [I:1][C:2]1[CH:7]=[CH:6][C:5]([CH:8]2[CH2:13][CH2:12][CH2:11][C:10](=O)[CH2:9]2)=[CH:4][CH:3]=1.CC(O)=O.[BH-](OC(C)=O)(OC(C)=O)OC(C)=O.[Na+].[C:33]1([C@H:43]([NH2:45])[CH3:44])[C:42]2[C:37](=[CH:38][CH:39]=[CH:40][CH:41]=2)[CH:36]=[CH:35][CH:34]=1.C([O-])(O)=O.[Na+]. Product: [I:1][C:2]1[CH:7]=[CH:6][C:5]([CH:8]2[CH2:13][CH2:12][CH2:11][CH:10]([NH:45][CH:43]([C:33]3[C:42]4[C:37](=[CH:38][CH:39]=[CH:40][CH:41]=4)[CH:36]=[CH:35][CH:34]=3)[CH3:44])[CH2:9]2)=[CH:4][CH:3]=1. The catalyst class is: 26. (6) Reactant: [N+:1]([C:4]1[CH:5]=[C:6]([C:10]2[C:11]3[C:18]([C:19]([OH:21])=O)=[CH:17][N:16]([CH2:22][O:23][CH2:24][CH2:25][Si:26]([CH3:29])([CH3:28])[CH3:27])[C:12]=3[N:13]=[CH:14][N:15]=2)[CH:7]=[CH:8][CH:9]=1)([O-:3])=[O:2].Cl.[CH3:31][O:32][NH:33][CH3:34].CN(C(ON1N=NC2C=CC=NC1=2)=[N+](C)C)C.F[P-](F)(F)(F)(F)F.CCN(C(C)C)C(C)C. Product: [CH3:31][O:32][N:33]([CH3:34])[C:19]([C:18]1[C:11]2[C:10]([C:6]3[CH:7]=[CH:8][CH:9]=[C:4]([N+:1]([O-:3])=[O:2])[CH:5]=3)=[N:15][CH:14]=[N:13][C:12]=2[N:16]([CH2:22][O:23][CH2:24][CH2:25][Si:26]([CH3:27])([CH3:28])[CH3:29])[CH:17]=1)=[O:21]. The catalyst class is: 9. (7) Product: [C:19]1([CH2:25][CH2:26][CH2:27][CH2:28][CH2:29][O:30][C:2]([Cl:1])=[O:4])[CH:24]=[CH:23][CH:22]=[CH:21][CH:20]=1. Reactant: [Cl:1][C:2](Cl)([O:4]C(=O)OC(Cl)(Cl)Cl)Cl.N1C=CC=CC=1.[C:19]1([CH2:25][CH2:26][CH2:27][CH2:28][CH2:29][OH:30])[CH:24]=[CH:23][CH:22]=[CH:21][CH:20]=1. The catalyst class is: 11. (8) Reactant: [N+:1]([C:4]1[N:9]=[CH:8][C:7]([N:10]2[CH2:14][CH2:13][CH2:12][C:11]2=[O:15])=[CH:6][CH:5]=1)([O-])=O.[Cl-].[Ca+2].[Cl-]. Product: [NH2:1][C:4]1[N:9]=[CH:8][C:7]([N:10]2[CH2:14][CH2:13][CH2:12][C:11]2=[O:15])=[CH:6][CH:5]=1. The catalyst class is: 8.